This data is from Reaction yield outcomes from USPTO patents with 853,638 reactions. The task is: Predict the reaction yield, written as a fraction of the theoretical maximum amount of product (1.0 means a 100% yield; for example, 0.34 means a 34% yield). (1) The yield is 0.900. The product is [O:17]=[C:16]1[C:15]2[C:14](=[CH:22][CH:21]=[CH:20][CH:19]=2)[CH:12]([P:4](=[O:11])([O:8][CH3:9])[O:5][CH3:6])[O:18]1. The catalyst is CO. The reactants are C[O-].[Na+].[P:4]([O-:11])([O:8][CH2:9]C)[O:5][CH2:6]C.[CH:12]([C:14]1[CH:22]=[CH:21][CH:20]=[CH:19][C:15]=1[C:16]([OH:18])=[O:17])=O.CS(O)(=O)=O. (2) The reactants are [O:1]1[C:9]2[CH2:8][CH2:7][NH:6][CH2:5][C:4]=2[C:3]([C:10]([N:12]2[CH2:17][CH2:16][N:15]([C:18]3[CH:23]=[CH:22][C:21]([C:24](=[O:26])[CH3:25])=[CH:20][CH:19]=3)[CH2:14][CH2:13]2)=[O:11])=[N:2]1.[C:27]1([CH3:37])[CH:32]=[CH:31][C:30]([S:33](Cl)(=[O:35])=[O:34])=[CH:29][CH:28]=1. No catalyst specified. The product is [C:27]1([CH3:37])[CH:32]=[CH:31][C:30]([S:33]([N:6]2[CH2:7][CH2:8][C:9]3[O:1][N:2]=[C:3]([C:10]([N:12]4[CH2:17][CH2:16][N:15]([C:18]5[CH:23]=[CH:22][C:21]([C:24](=[O:26])[CH3:25])=[CH:20][CH:19]=5)[CH2:14][CH2:13]4)=[O:11])[C:4]=3[CH2:5]2)(=[O:35])=[O:34])=[CH:29][CH:28]=1. The yield is 0.280.